From a dataset of Full USPTO retrosynthesis dataset with 1.9M reactions from patents (1976-2016). Predict the reactants needed to synthesize the given product. (1) Given the product [C:12]1([CH2:11][CH2:10][CH:9]([OH:18])[CH2:8][CH2:7][C:1]2[CH:2]=[CH:3][CH:4]=[CH:5][CH:6]=2)[CH:17]=[CH:16][CH:15]=[CH:14][CH:13]=1, predict the reactants needed to synthesize it. The reactants are: [C:1]1([CH:7]=[CH:8][C:9](=[O:18])[CH:10]=[CH:11][C:12]2[CH:17]=[CH:16][CH:15]=[CH:14][CH:13]=2)[CH:6]=[CH:5][CH:4]=[CH:3][CH:2]=1. (2) The reactants are: [CH3:1][N:2]1[C@@H:12]2[CH2:13][C:14]3[CH:19]=[CH:18][C:17]([OH:20])=[C:16]4[O:21][C@H:6]5[C:7]([CH:9]=[CH:10][C@:11]2([OH:22])[C@:5]5([C:15]=34)[CH2:4][CH2:3]1)=[O:8].C(=O)(O)[O-].[Na+].[I-].[Na+].[CH:30]1(CBr)[CH2:32][CH2:31]1.Cl. Given the product [CH:19]1[C:14]2[CH2:13][C@H:12]3[N:2]([CH2:1][CH:30]4[CH2:32][CH2:31]4)[CH2:3][CH2:4][C@:5]45[C@H:6]([C:7]([CH2:9][CH2:10][C@@:11]34[OH:22])=[O:8])[O:21][C:16]([C:15]=25)=[C:17]([OH:20])[CH:18]=1, predict the reactants needed to synthesize it. (3) Given the product [CH3:1][O:2][C:3](=[O:33])[CH2:4][C@H:5]1[C:9]2[CH:10]=[CH:11][C:12]([O:14][C@H:15]3[C:23]4[C:18](=[C:19]([C:35]5[C:48]([CH3:49])=[CH:47][C:38]([O:39][Si:40]([C:43]([CH3:45])([CH3:44])[CH3:46])([CH3:42])[CH3:41])=[CH:37][C:36]=5[CH3:50])[CH:20]=[CH:21][CH:22]=4)[CH2:17][CH2:16]3)=[CH:13][C:8]=2[O:7][CH2:6]1, predict the reactants needed to synthesize it. The reactants are: [CH3:1][O:2][C:3](=[O:33])[CH2:4][C@H:5]1[C:9]2[CH:10]=[CH:11][C:12]([O:14][C@H:15]3[C:23]4[C:18](=[C:19](B5OC(C)(C)C(C)(C)O5)[CH:20]=[CH:21][CH:22]=4)[CH2:17][CH2:16]3)=[CH:13][C:8]=2[O:7][CH2:6]1.Br[C:35]1[C:48]([CH3:49])=[CH:47][C:38]([O:39][Si:40]([C:43]([CH3:46])([CH3:45])[CH3:44])([CH3:42])[CH3:41])=[CH:37][C:36]=1[CH3:50]. (4) Given the product [CH3:11][O:12][C:13]1[CH:22]=[CH:21][C:20]2[C:15](=[CH:16][CH:17]=[C:18]([C:2]3[CH:7]=[CH:6][CH:5]=[CH:4][C:3]=3[N+:8]([O-:10])=[O:9])[CH:19]=2)[CH:14]=1, predict the reactants needed to synthesize it. The reactants are: I[C:2]1[CH:7]=[CH:6][CH:5]=[CH:4][C:3]=1[N+:8]([O-:10])=[O:9].[CH3:11][O:12][C:13]1[CH:14]=[C:15]2[C:20](=[CH:21][CH:22]=1)[CH:19]=[C:18](B(O)O)[CH:17]=[CH:16]2.C(=O)([O-])[O-].[Na+].[Na+].C(OCC)(=O)C.